Task: Predict which catalyst facilitates the given reaction.. Dataset: Catalyst prediction with 721,799 reactions and 888 catalyst types from USPTO (1) Reactant: [C:1]1([CH3:11])[CH:6]=CC(S(Cl)(=O)=O)=C[CH:2]=1.[Cl:12][C:13]1[N:18]=[C:17]([C:19]([OH:21])=[O:20])[CH:16]=[C:15]([CH3:22])[CH:14]=1.N1C=CC=CC=1.C(=O)([O-])O.[Na+]. Product: [Cl:12][C:13]1[N:18]=[C:17]([C:19]([O:21][C:1]([CH3:11])([CH3:6])[CH3:2])=[O:20])[CH:16]=[C:15]([CH3:22])[CH:14]=1. The catalyst class is: 371. (2) Reactant: [NH2:1][C:2]1[C:11]([C:12]#[N:13])=[C:10](O)[C:9]2[C:4](=[CH:5][C:6]([Br:15])=[CH:7][CH:8]=2)[N:3]=1.P(Cl)(Cl)([Cl:18])=O.[OH-:21].[Na+]. Product: [NH2:1][C:2]1[C:11]([C:12]([NH2:13])=[O:21])=[C:10]([Cl:18])[C:9]2[C:4](=[CH:5][C:6]([Br:15])=[CH:7][CH:8]=2)[N:3]=1. The catalyst class is: 6. (3) Reactant: [Cl:1][C:2]1[S:6][C:5]([CH:7]=O)=[CH:4][CH:3]=1.[CH2:9]([O:11][C:12](=[O:24])[NH:13][C:14]1[CH:19]=[CH:18][C:17]([NH2:20])=[CH:16][C:15]=1[N+:21]([O-])=O)[CH3:10].C(O[BH-](OC(=O)C)OC(=O)C)(=O)C.[Na+]. The catalyst class is: 6. Product: [CH2:9]([O:11][C:12](=[O:24])[NH:13][C:14]1[CH:19]=[CH:18][C:17]([NH:20][CH2:7][C:5]2[S:6][C:2]([Cl:1])=[CH:3][CH:4]=2)=[CH:16][C:15]=1[NH2:21])[CH3:10]. (4) Reactant: C(Cl)Cl.[CH3:4][C@@:5]([OH:37])([C:33]([CH3:36])([CH3:35])[CH3:34])[C@@H:6]1[C@:11]2([O:31][CH3:32])[C@@H:12]3[O:26][C:21]4=[C:22]([OH:25])[CH:23]=[CH:24][C:19]5=[C:20]4[C@:13]43[CH2:14][CH2:15][N:16]([CH2:27][CH:28]3[CH2:30][CH2:29]3)[C@H:17]([CH2:18]5)[C@@:8]4([CH2:9][CH2:10]2)[CH2:7]1.Cl.[C:39](Cl)(=[O:46])[CH2:40][CH2:41][CH2:42][CH2:43][CH2:44][CH3:45].C(=O)([O-])[O-:49].[Na+].[Na+]. Product: [CH3:4][C@@:5]([OH:37])([C:33]([CH3:36])([CH3:35])[CH3:34])[C@@H:6]1[C@:11]2([O:31][CH3:32])[C@@H:12]3[O:26][C:21]4=[C:22]([OH:25])[CH:23]=[CH:24][C:19]5=[C:20]4[C@:13]43[CH2:14][CH2:15][N:16]([CH2:27][CH:28]3[CH2:29][CH2:30]3)[C@H:17]([CH2:18]5)[C@@:8]4([CH2:9][CH2:10]2)[CH2:7]1.[C:39]([O-:46])(=[O:49])[CH2:40][CH2:41][CH2:42][CH2:43][CH2:44][CH3:45]. The catalyst class is: 66. (5) Reactant: [CH3:1][C:2]1([CH3:10])[CH2:7][C:6](=[O:8])[CH2:5][C:4](=[O:9])[CH2:3]1.[OH-].[K+].C([O:15][C:16](=[O:21])[C:17](=O)[CH2:18]Br)C.[OH-].[Na+].Cl. Product: [CH3:1][C:2]1([CH3:10])[CH2:3][C:4](=[O:9])[C:5]2[C:17]([C:16]([OH:21])=[O:15])=[CH:18][O:8][C:6]=2[CH2:7]1. The catalyst class is: 5. (6) Reactant: [CH2:1]([O:3][C:4]([CH:6]=P(C1C=CC=CC=1)(C1C=CC=CC=1)C1C=CC=CC=1)=[O:5])[CH3:2].O[CH:27]1[C:35]2[C:30](=[CH:31][CH:32]=[CH:33][CH:34]=2)[C:29](=[O:36])[N:28]1[CH3:37]. Product: [CH3:37][N:28]1[C:29](=[O:36])[C:30]2[C:35](=[CH:34][CH:33]=[CH:32][CH:31]=2)[CH:27]1[CH2:6][C:4]([O:3][CH2:1][CH3:2])=[O:5]. The catalyst class is: 11. (7) Reactant: [F:1][C:2]([F:25])([F:24])[C:3]1[CH:23]=[CH:22][C:6]([CH2:7][O:8][N:9]=[C:10]([C:12]2[CH:21]=[CH:20][C:15]([O:16][CH2:17][C:18]#[N:19])=[CH:14][CH:13]=2)[CH3:11])=[CH:5][CH:4]=1.Cl.[OH:27][NH2:28].C(=O)([O-])[O-].[K+].[K+]. Product: [OH:27][NH:28][C:18](=[NH:19])[CH2:17][O:16][C:15]1[CH:14]=[CH:13][C:12]([C:10](=[N:9][O:8][CH2:7][C:6]2[CH:22]=[CH:23][C:3]([C:2]([F:24])([F:25])[F:1])=[CH:4][CH:5]=2)[CH3:11])=[CH:21][CH:20]=1. The catalyst class is: 8.